From a dataset of Full USPTO retrosynthesis dataset with 1.9M reactions from patents (1976-2016). Predict the reactants needed to synthesize the given product. (1) Given the product [CH3:22][O:21][C:11]1[C:12]2[CH2:13][CH2:14][C:15]([CH3:19])([CH3:20])[CH2:16][C:17]=2[C:18]2[C:6]3[C:7](=[C:2]([NH:30][CH2:29][C:25]4[CH:24]=[N:23][CH:28]=[CH:27][CH:26]=4)[N:3]=[CH:4][N:5]=3)[O:8][C:9]=2[N:10]=1, predict the reactants needed to synthesize it. The reactants are: Cl[C:2]1[C:7]2[O:8][C:9]3[N:10]=[C:11]([O:21][CH3:22])[C:12]4[CH2:13][CH2:14][C:15]([CH3:20])([CH3:19])[CH2:16][C:17]=4[C:18]=3[C:6]=2[N:5]=[CH:4][N:3]=1.[N:23]1[CH:28]=[CH:27][CH:26]=[C:25]([CH2:29][NH2:30])[CH:24]=1. (2) Given the product [ClH:1].[ClH:30].[ClH:1].[Cl:30][C:31]1[CH:36]=[C:35]([C:2]2[N:3]=[C:4]3[C:9](=[CH:10][CH:11]=2)[N:8]=[CH:7][C:6]([C:12](=[O:14])[CH3:13])=[C:5]3[NH:15][C:16]2[CH:17]=[N:18][C:19]([N:22]3[CH2:26][CH2:25][CH:24]([N:27]([CH3:28])[CH3:29])[CH2:23]3)=[CH:20][CH:21]=2)[CH:34]=[C:33]([F:46])[C:32]=1[OH:47], predict the reactants needed to synthesize it. The reactants are: [Cl:1][C:2]1[N:3]=[C:4]2[C:9](=[CH:10][CH:11]=1)[N:8]=[CH:7][C:6]([C:12](=[O:14])[CH3:13])=[C:5]2[NH:15][C:16]1[CH:17]=[N:18][C:19]([N:22]2[CH2:26][CH2:25][CH:24]([N:27]([CH3:29])[CH3:28])[CH2:23]2)=[CH:20][CH:21]=1.[Cl:30][C:31]1[CH:36]=[C:35](B2OC(C)(C)C(C)(C)O2)[CH:34]=[C:33]([F:46])[C:32]=1[OH:47]. (3) Given the product [Br:1][C:2]1[CH:20]=[CH:19][C:5]([O:6][C:7]2[N:14]=[C:13]([N:15]([CH2:16][CH2:17][OH:18])[CH3:27])[CH:12]=[CH:11][C:8]=2[C:9]#[N:10])=[CH:4][C:3]=1[CH:21]=[O:25], predict the reactants needed to synthesize it. The reactants are: [Br:1][C:2]1[CH:20]=[CH:19][C:5]([O:6][C:7]2[N:14]=[C:13]([NH:15][CH2:16][CH2:17][OH:18])[CH:12]=[CH:11][C:8]=2[C:9]#[N:10])=[CH:4][C:3]=1[CH:21]1[O:25]CCO1.Cl.[CH2:27]1COCC1.